Dataset: Rat liver microsome stability data. Task: Regression/Classification. Given a drug SMILES string, predict its absorption, distribution, metabolism, or excretion properties. Task type varies by dataset: regression for continuous measurements (e.g., permeability, clearance, half-life) or binary classification for categorical outcomes (e.g., BBB penetration, CYP inhibition). Dataset: rlm. (1) The compound is CN1CCN(CCCN2c3ccccc3Sc3ccc(S(=O)(=O)N(C)C)cc32)CC1. The result is 1 (stable in rat liver microsomes). (2) The compound is O=C(N[C@@H](c1ccccn1)C1CC1)c1ccc2[nH]nc(-c3ccc(N4C5CCC4COC5)cc3)c2c1. The result is 0 (unstable in rat liver microsomes). (3) The drug is Oc1cccc2nc3ccccc3nc12. The result is 1 (stable in rat liver microsomes). (4) The molecule is CC(C)NC(=O)c1cccc(-c2cc(-c3ccc(N4CCN(C)CC4)c(-c4ccncc4)c3)[nH]n2)c1. The result is 0 (unstable in rat liver microsomes). (5) The compound is CC/C=C\C/C=C\C/C=C\C/C=C\C/C=C\C/C=C\CCC(=O)NCCO. The result is 1 (stable in rat liver microsomes). (6) The compound is CC(C)(C)C[C@@H]1N[C@@H](C(=O)NCC(C)(C)O)[C@H](c2cccc(Cl)c2F)[C@]12C(=O)Nc1cc(Cl)ccc12. The result is 0 (unstable in rat liver microsomes). (7) The molecule is CCN(CCO)CCCOc1ccc2c(Nc3cc(CC(=O)Nc4cccc(F)c4)[nH]n3)ncnc2c1. The result is 1 (stable in rat liver microsomes). (8) The compound is CCOc1ccc(CNc2ccc3c(c2)ncn3C)cc1. The result is 1 (stable in rat liver microsomes). (9) The molecule is COc1ccc(NC(=O)c2c(C)cccc2C)cc1S(=O)(=O)N1CCCCC1. The result is 1 (stable in rat liver microsomes).